Dataset: Catalyst prediction with 721,799 reactions and 888 catalyst types from USPTO. Task: Predict which catalyst facilitates the given reaction. Reactant: [Br:1][C:2]1[C:3](=[O:19])[N:4]([CH2:10][C:11]2[CH:16]=[CH:15][C:14]([O:17][CH3:18])=[CH:13][CH:12]=2)[N:5]=[C:6]([CH2:8][OH:9])[CH:7]=1.CCN(C(C)C)C(C)C.[CH3:29][S:30](Cl)(=[O:32])=[O:31]. Product: [CH3:29][S:30]([O:9][CH2:8][C:6]1[CH:7]=[C:2]([Br:1])[C:3](=[O:19])[N:4]([CH2:10][C:11]2[CH:16]=[CH:15][C:14]([O:17][CH3:18])=[CH:13][CH:12]=2)[N:5]=1)(=[O:32])=[O:31]. The catalyst class is: 1.